Dataset: Catalyst prediction with 721,799 reactions and 888 catalyst types from USPTO. Task: Predict which catalyst facilitates the given reaction. (1) Reactant: [C:1]([O:5][C:6]([NH:8][CH2:9][C:10]([O:12][CH2:13][CH2:14][C:15]([CH3:26])([CH3:25])[CH2:16][O:17][Si](C)(C)C(C)(C)C)=[O:11])=[O:7])([CH3:4])([CH3:3])[CH3:2].F.F.F.C(N(CC)CC)C. Product: [C:1]([O:5][C:6]([NH:8][CH2:9][C:10]([O:12][CH2:13][CH2:14][C:15]([CH3:26])([CH3:25])[CH2:16][OH:17])=[O:11])=[O:7])([CH3:4])([CH3:3])[CH3:2]. The catalyst class is: 7. (2) Reactant: Cl[C:2]1[CH:7]=[C:6]([S:8][C:9]2[CH:14]=[CH:13][C:12]([NH:15][C:16]([NH:18][C:19]3[CH:24]=[C:23]([CH3:25])[CH:22]=[CH:21][C:20]=3[F:26])=[O:17])=[CH:11][CH:10]=2)[CH:5]=[CH:4][N:3]=1.CC1(C)C(C)(C)OB([C:35]2[NH:39][CH:38]=[C:37]([C:40]([O-:42])=[O:41])[CH:36]=2)O1.[CH2:44](Cl)Cl. Product: [F:26][C:20]1[CH:21]=[CH:22][C:23]([CH3:25])=[CH:24][C:19]=1[NH:18][C:16]([NH:15][C:12]1[CH:13]=[CH:14][C:9]([S:8][C:6]2[CH:5]=[CH:4][N:3]=[C:2]([C:35]3[NH:39][CH:38]=[C:37]([C:40]([O:42][CH3:44])=[O:41])[CH:36]=3)[CH:7]=2)=[CH:10][CH:11]=1)=[O:17]. The catalyst class is: 140.